From a dataset of Full USPTO retrosynthesis dataset with 1.9M reactions from patents (1976-2016). Predict the reactants needed to synthesize the given product. (1) Given the product [CH2:23]([NH:25][C:26]([NH:16][C:14]1[N:15]=[C:11]2[CH:10]=[C:9]([C:17]3[CH:18]=[N:19][CH:20]=[CH:21][CH:22]=3)[CH:8]=[C:7]([C:4]3[O:3][C:2]([CH3:1])=[N:6][CH:5]=3)[N:12]2[N:13]=1)=[O:27])[CH3:24], predict the reactants needed to synthesize it. The reactants are: [CH3:1][C:2]1[O:3][C:4]([C:7]2[N:12]3[N:13]=[C:14]([NH2:16])[N:15]=[C:11]3[CH:10]=[C:9]([C:17]3[CH:18]=[N:19][CH:20]=[CH:21][CH:22]=3)[CH:8]=2)=[CH:5][N:6]=1.[CH2:23]([N:25]=[C:26]=[O:27])[CH3:24]. (2) Given the product [CH2:1]([C@@:4]1([CH3:35])[CH2:9][C@H:8]([C:10]2[CH:15]=[CH:14][CH:13]=[C:12]([Cl:16])[CH:11]=2)[C@@H:7]([C:17]2[CH:22]=[CH:21][C:20]([Cl:23])=[CH:19][CH:18]=2)[N:6]([C@@H:24]([CH2:32][CH3:33])[CH2:25][N:26]2[CH2:27][CH2:28][N:29]([S:39]([CH:36]3[CH2:38][CH2:37]3)(=[O:41])=[O:40])[CH2:30][CH2:31]2)[C:5]1=[O:34])[CH:2]=[CH2:3], predict the reactants needed to synthesize it. The reactants are: [CH2:1]([C@@:4]1([CH3:35])[CH2:9][C@H:8]([C:10]2[CH:15]=[CH:14][CH:13]=[C:12]([Cl:16])[CH:11]=2)[C@@H:7]([C:17]2[CH:22]=[CH:21][C:20]([Cl:23])=[CH:19][CH:18]=2)[N:6]([C@@H:24]([CH2:32][CH3:33])[CH2:25][N:26]2[CH2:31][CH2:30][NH:29][CH2:28][CH2:27]2)[C:5]1=[O:34])[CH:2]=[CH2:3].[CH:36]1([S:39](Cl)(=[O:41])=[O:40])[CH2:38][CH2:37]1.C(N(C(C)C)CC)(C)C. (3) Given the product [NH2:17][C:12]1[C:11]2=[C:10]([C:18]3[CH:19]=[CH:20][C:21]4[C:25]([CH:26]=3)=[N:24][N:23]([CH2:27][C:28]3[CH:33]=[CH:32][CH:31]=[CH:30][CH:29]=3)[CH:22]=4)[CH:9]=[C:8]([C:4]3[CH:3]=[C:2]([NH:1][S:35]([CH3:34])(=[O:37])=[O:36])[CH:7]=[CH:6][CH:5]=3)[N:16]2[N:15]=[CH:14][N:13]=1, predict the reactants needed to synthesize it. The reactants are: [NH2:1][C:2]1[CH:3]=[C:4]([C:8]2[N:16]3[C:11]([C:12]([NH2:17])=[N:13][CH:14]=[N:15]3)=[C:10]([C:18]3[CH:19]=[CH:20][C:21]4[C:25]([CH:26]=3)=[N:24][N:23]([CH2:27][C:28]3[CH:33]=[CH:32][CH:31]=[CH:30][CH:29]=3)[CH:22]=4)[CH:9]=2)[CH:5]=[CH:6][CH:7]=1.[CH3:34][S:35](Cl)(=[O:37])=[O:36]. (4) The reactants are: C(OC([NH:8][CH:9]([CH2:13][C:14]1[CH:19]=[CH:18][CH:17]=[CH:16][C:15]=1[O:20][CH2:21][CH2:22][CH2:23][CH2:24][CH2:25][O:26][C:27]1[CH:32]=[C:31]([C:33]2[CH:38]=[CH:37][CH:36]=[CH:35][CH:34]=2)[CH:30]=[C:29]([C:39]2[CH:44]=[CH:43][CH:42]=[CH:41][CH:40]=2)[N:28]=1)[C:10]([OH:12])=[O:11])=O)(C)(C)C.FC(F)(F)C(O)=O.C(#N)C.O. Given the product [NH2:8][CH:9]([CH2:13][C:14]1[CH:19]=[CH:18][CH:17]=[CH:16][C:15]=1[O:20][CH2:21][CH2:22][CH2:23][CH2:24][CH2:25][O:26][C:27]1[CH:32]=[C:31]([C:33]2[CH:34]=[CH:35][CH:36]=[CH:37][CH:38]=2)[CH:30]=[C:29]([C:39]2[CH:44]=[CH:43][CH:42]=[CH:41][CH:40]=2)[N:28]=1)[C:10]([OH:12])=[O:11], predict the reactants needed to synthesize it. (5) Given the product [F:8][C:6]1[CH:5]=[C:4]([NH:9][CH:10]([C:12]2[CH:13]=[C:14]([C:30]([N:34]([CH3:35])[CH3:33])=[O:32])[CH:15]=[C:16]3[C:21]=2[O:20][C:19]([N:22]2[CH2:27][CH2:26][O:25][CH2:24][C@@H:23]2[CH3:28])=[CH:18][C:17]3=[O:29])[CH3:11])[CH:3]=[C:2]([F:1])[CH:7]=1, predict the reactants needed to synthesize it. The reactants are: [F:1][C:2]1[CH:3]=[C:4]([NH:9][CH:10]([C:12]2[CH:13]=[C:14]([C:30]([OH:32])=O)[CH:15]=[C:16]3[C:21]=2[O:20][C:19]([N:22]2[CH2:27][CH2:26][O:25][CH2:24][C@@H:23]2[CH3:28])=[CH:18][C:17]3=[O:29])[CH3:11])[CH:5]=[C:6]([F:8])[CH:7]=1.[CH3:33][NH:34][CH3:35].CN1CCOCC1. (6) Given the product [NH2:30][C@H:26]1[CH2:27][CH2:28][CH2:29][N:24]([C:21]2[N:22]=[CH:23][C:18]([NH:17][C:5]3[C:4]4[C:9](=[CH:10][CH:11]=[C:2]([C:43]5[CH:44]=[C:39]([Cl:38])[C:40]([OH:55])=[C:41]([Cl:54])[CH:42]=5)[CH:3]=4)[N:8]=[CH:7][C:6]=3[C:12]([CH:14]3[CH2:16][CH2:15]3)=[O:13])=[CH:19][CH:20]=2)[CH2:25]1, predict the reactants needed to synthesize it. The reactants are: Br[C:2]1[CH:3]=[C:4]2[C:9](=[CH:10][CH:11]=1)[N:8]=[CH:7][C:6]([C:12]([CH:14]1[CH2:16][CH2:15]1)=[O:13])=[C:5]2[NH:17][C:18]1[CH:19]=[CH:20][C:21]([N:24]2[CH2:29][CH2:28][CH2:27][C@H:26]([NH:30]C(=O)OC(C)(C)C)[CH2:25]2)=[N:22][CH:23]=1.[Cl:38][C:39]1[CH:44]=[C:43](B2OC(C)(C)C(C)(C)O2)[CH:42]=[C:41]([Cl:54])[C:40]=1[OH:55]. (7) The reactants are: Cl[S:2]([C:5]1[CH:14]=[CH:13][C:8]([C:9]([O:11][CH3:12])=[O:10])=[CH:7][CH:6]=1)(=[O:4])=[O:3].[CH3:15][NH:16][C:17]1[S:18][CH:19]=[CH:20][N:21]=1.C(N(CC)CC)C. Given the product [CH3:15][N:16]([C:17]1[S:18][CH:19]=[CH:20][N:21]=1)[S:2]([C:5]1[CH:14]=[CH:13][C:8]([C:9]([O:11][CH3:12])=[O:10])=[CH:7][CH:6]=1)(=[O:4])=[O:3], predict the reactants needed to synthesize it. (8) Given the product [Cl:21][C:25]1[CH:26]=[CH:27][C:22]([C:28]2([C:20](=[O:16])[CH3:19])[CH2:3][CH2:2]2)=[CH:23][CH:24]=1, predict the reactants needed to synthesize it. The reactants are: Cl[C:2]1C=CC(C2(C#N)CC2)=C[CH:3]=1.C[Mg]Cl.[O:16]1[CH2:20][CH2:19]CC1.[ClH:21].[C:22]1([CH3:28])[CH:27]=[CH:26][CH:25]=[CH:24][CH:23]=1. (9) Given the product [Cl:1][C:2]1[CH:3]=[CH:4][C:5]([C:28]([F:31])([F:30])[F:29])=[C:6]([CH:27]=1)[CH2:7][N:8]1[CH2:13][CH2:12][NH:11][C:10]2[N:14]=[CH:15][C:16]([C:18]3[CH:26]=[CH:25][C:21]([C:22]([NH:32][CH2:33][CH2:34][C:35]4[S:36][CH:37]=[CH:38][CH:39]=4)=[O:24])=[CH:20][CH:19]=3)=[CH:17][C:9]1=2, predict the reactants needed to synthesize it. The reactants are: [Cl:1][C:2]1[CH:3]=[CH:4][C:5]([C:28]([F:31])([F:30])[F:29])=[C:6]([CH:27]=1)[CH2:7][N:8]1[CH2:13][CH2:12][NH:11][C:10]2[N:14]=[CH:15][C:16]([C:18]3[CH:26]=[CH:25][C:21]([C:22]([OH:24])=O)=[CH:20][CH:19]=3)=[CH:17][C:9]1=2.[NH2:32][CH2:33][CH2:34][C:35]1[S:36][CH:37]=[CH:38][CH:39]=1. (10) Given the product [ClH:24].[F:1][C:2]1[CH:3]=[CH:4][C:5]([CH2:6][NH:7][C:8]2[N:9]=[C:10]([NH:18][CH2:19][CH2:20][CH3:21])[N:11]=[C:12]([NH:14][CH2:15][C:16]#[CH:17])[N:13]=2)=[CH:22][CH:23]=1, predict the reactants needed to synthesize it. The reactants are: [F:1][C:2]1[CH:23]=[CH:22][C:5]([CH2:6][NH:7][C:8]2[N:13]=[C:12]([NH:14][CH2:15][CH2:16][CH3:17])[N:11]=[C:10]([NH:18][CH2:19][C:20]#[CH:21])[N:9]=2)=[CH:4][CH:3]=1.[ClH:24].C(OCC)C.